This data is from Full USPTO retrosynthesis dataset with 1.9M reactions from patents (1976-2016). The task is: Predict the reactants needed to synthesize the given product. (1) The reactants are: [C:1]([O:5][C:6](=[O:17])[NH:7][CH2:8][C:9]1[CH:14]=[CH:13][CH:12]=[CH:11][C:10]=1[C:15]#[N:16])([CH3:4])([CH3:3])[CH3:2].[N-:18]=[N+:19]=[N-:20].[Na+].[Cl-].[NH4+].C(OCC)(=O)C. Given the product [C:1]([O:5][C:6](=[O:17])[NH:7][CH2:8][C:9]1[CH:14]=[CH:13][CH:12]=[CH:11][C:10]=1[C:15]1[NH:20][N:19]=[N:18][N:16]=1)([CH3:4])([CH3:2])[CH3:3], predict the reactants needed to synthesize it. (2) Given the product [CH2:37]([N:1]1[C:9]2[C:4](=[C:5]([C:10]3[C:11]([C:28]([O:30][CH2:31][CH3:32])=[O:29])=[C:12]4[C:21]5[C:16](=[CH:17][C:18]([O:24][CH3:25])=[C:19]([O:22][CH3:23])[CH:20]=5)[CH2:15][CH2:14][N:13]4[C:26]=3[CH3:27])[CH:6]=[CH:7][CH:8]=2)[CH:3]=[CH:2]1)[CH3:38], predict the reactants needed to synthesize it. The reactants are: [NH:1]1[C:9]2[C:4](=[C:5]([C:10]3[C:11]([C:28]([O:30][CH2:31][CH3:32])=[O:29])=[C:12]4[C:21]5[C:16](=[CH:17][C:18]([O:24][CH3:25])=[C:19]([O:22][CH3:23])[CH:20]=5)[CH2:15][CH2:14][N:13]4[C:26]=3[CH3:27])[CH:6]=[CH:7][CH:8]=2)[CH:3]=[CH:2]1.S(OCC)(O[CH2:37][CH3:38])(=O)=O.[OH-].[Na+]. (3) Given the product [C:29]([O:28][C:26](=[O:27])[N:24]([C:21]1([C:18]2[CH:17]=[CH:16][C:15]([N:11]3[CH2:12][CH2:13][C:14]4[C:6]([CH:4]=[O:3])=[N:7][N:8]([C:34]5[CH:35]=[CH:36][C:37]([O:40][CH3:41])=[CH:38][CH:39]=5)[C:9]=4[C:10]3=[O:33])=[CH:20][CH:19]=2)[CH2:22][CH2:23]1)[CH3:25])([CH3:32])([CH3:30])[CH3:31], predict the reactants needed to synthesize it. The reactants are: C([O:3][C:4]([C:6]1[C:14]2[CH2:13][CH2:12][N:11]([C:15]3[CH:20]=[CH:19][C:18]([C:21]4([N:24]([C:26]([O:28][C:29]([CH3:32])([CH3:31])[CH3:30])=[O:27])[CH3:25])[CH2:23][CH2:22]4)=[CH:17][CH:16]=3)[C:10](=[O:33])[C:9]=2[N:8]([C:34]2[CH:39]=[CH:38][C:37]([O:40][CH3:41])=[CH:36][CH:35]=2)[N:7]=1)=O)C.[OH-].[Na+]. (4) Given the product [CH2:15]([O:22][C:23]1[C:24]([CH3:32])=[C:25]([CH3:31])[C:26]([NH:30][C:8](=[O:13])[C:9]([CH3:12])([CH3:11])[CH3:10])=[N:27][C:28]=1[CH3:29])[C:16]1[CH:17]=[CH:18][CH:19]=[CH:20][CH:21]=1, predict the reactants needed to synthesize it. The reactants are: C(N(CC)CC)C.[C:8](Cl)(=[O:13])[C:9]([CH3:12])([CH3:11])[CH3:10].[CH2:15]([O:22][C:23]1[C:24]([CH3:32])=[C:25]([CH3:31])[C:26]([NH2:30])=[N:27][C:28]=1[CH3:29])[C:16]1[CH:21]=[CH:20][CH:19]=[CH:18][CH:17]=1. (5) Given the product [NH2:2][CH2:1][C:3]1[CH:4]=[C:5]([S:10]([NH:13][C@@H:14]([C:16]2[N:20]([CH2:21][CH3:22])[C:19]3[CH:23]=[C:24]([C:27]([F:29])([F:30])[F:28])[CH:25]=[CH:26][C:18]=3[N:17]=2)[CH3:15])(=[O:11])=[O:12])[CH:6]=[CH:7][C:8]=1[F:9], predict the reactants needed to synthesize it. The reactants are: [C:1]([C:3]1[CH:4]=[C:5]([S:10]([NH:13][C@@H:14]([C:16]2[N:20]([CH2:21][CH3:22])[C:19]3[CH:23]=[C:24]([C:27]([F:30])([F:29])[F:28])[CH:25]=[CH:26][C:18]=3[N:17]=2)[CH3:15])(=[O:12])=[O:11])[CH:6]=[CH:7][C:8]=1[F:9])#[N:2].C1COCC1.[H-].[H-].[H-].[H-].[Li+].[Al+3]. (6) Given the product [CH3:67][N:68]([CH3:69])[C:70]([C:23]1[CH:24]=[CH:25][C:19]2[O:18][C:17]([CH2:16][O:15][C:14]3[CH:13]=[CH:12][C:11]([C:1]45[CH2:8][CH:7]6[CH2:6][CH:5]([CH2:4][CH:3]([CH2:9]6)[CH2:2]4)[CH2:10]5)=[CH:30][CH:29]=3)=[N:21][C:20]=2[CH:22]=1)=[O:71], predict the reactants needed to synthesize it. The reactants are: [C:1]12([C:11]3[CH:30]=[CH:29][C:14]([O:15][CH2:16][C:17]4[O:18][C:19]5[CH:25]=[CH:24][C:23](C(O)=O)=[CH:22][C:20]=5[N:21]=4)=[CH:13][CH:12]=3)[CH2:10][CH:5]3[CH2:6][CH:7]([CH2:9][CH:3]([CH2:4]3)[CH2:2]1)[CH2:8]2.CNC.CN(C(ON1N=NC2C=CC=CC1=2)=[N+](C)C)C.F[P-](F)(F)(F)(F)F.CCN(C(C)C)C(C)C.[CH3:67][N:68]([CH:70]=[O:71])[CH3:69]. (7) Given the product [C:16]([C:13]1[N:12]([CH3:19])[C:11]([C:9]2[S:10][C:3]3[C:4](=[N:5][CH:6]=[CH:7][C:2]=3[NH:30][C:26]3[CH:27]=[C:28]4[C:23](=[CH:24][CH:25]=3)[NH:22][C:21]([CH3:20])=[CH:29]4)[CH:8]=2)=[CH:15][N:14]=1)([CH3:18])=[CH2:17], predict the reactants needed to synthesize it. The reactants are: Cl[C:2]1[CH:7]=[CH:6][N:5]=[C:4]2[CH:8]=[C:9]([C:11]3[N:12]([CH3:19])[C:13]([C:16]([CH3:18])=[CH2:17])=[N:14][CH:15]=3)[S:10][C:3]=12.[CH3:20][C:21]1[NH:22][C:23]2[C:28]([CH:29]=1)=[CH:27][C:26]([NH2:30])=[CH:25][CH:24]=2. (8) Given the product [CH3:9][NH:8][C:5]1[N:6]=[CH:7][C:2]([F:1])=[CH:3][C:4]=1[C:10]([NH:20][OH:21])=[NH:11], predict the reactants needed to synthesize it. The reactants are: [F:1][C:2]1[CH:3]=[C:4]([C:10]#[N:11])[C:5]([NH:8][CH3:9])=[N:6][CH:7]=1.C(N(CC)CC)C.Cl.[NH2:20][OH:21]. (9) Given the product [F:31][C:32]1[CH:33]=[C:34]2[C:38](=[CH:39][CH:40]=1)[N:37]([CH3:41])[CH:36]=[C:35]2[C:2]1[N:20]([S:21]([C:24]2[CH:25]=[CH:26][C:27]([CH3:28])=[CH:29][CH:30]=2)(=[O:22])=[O:23])[C:5]2=[N:6][CH:7]=[CH:8][C:9]([C:10]3[S:14][C:13]([C:15]4([OH:19])[CH2:16][CH2:17][CH2:18]4)=[N:12][CH:11]=3)=[C:4]2[CH:3]=1, predict the reactants needed to synthesize it. The reactants are: I[C:2]1[N:20]([S:21]([C:24]2[CH:30]=[CH:29][C:27]([CH3:28])=[CH:26][CH:25]=2)(=[O:23])=[O:22])[C:5]2=[N:6][CH:7]=[CH:8][C:9]([C:10]3[S:14][C:13]([C:15]4([OH:19])[CH2:18][CH2:17][CH2:16]4)=[N:12][CH:11]=3)=[C:4]2[CH:3]=1.[F:31][C:32]1[CH:33]=[C:34]2[C:38](=[CH:39][CH:40]=1)[N:37]([CH3:41])[CH:36]=[C:35]2B1OC(C)(C)C(C)(C)O1.C(=O)(O)[O-].